This data is from Forward reaction prediction with 1.9M reactions from USPTO patents (1976-2016). The task is: Predict the product of the given reaction. (1) The product is: [Cl:34][C:33]1[C:28]([N:7]2[CH2:6][CH2:5][NH:4][CH2:3][C@H:2]2[CH3:1])=[N:29][CH:30]=[CH:31][N:32]=1. Given the reactants [CH3:1][C@H:2]1[NH:7][CH2:6][CH2:5][N:4](C(C2C=CC=CC=2)(C2C=CC=CC=2)C2C=CC=CC=2)[CH2:3]1.Cl[C:28]1[C:33]([Cl:34])=[N:32][CH:31]=[CH:30][N:29]=1.C([O-])([O-])=O.[K+].[K+].C(Cl)(Cl)Cl.CCO, predict the reaction product. (2) Given the reactants C([O:5][C:6](=[O:43])[CH2:7][C@@H:8]([NH:36]C(C(C)(C)C)=O)[C:9](=[O:35])[N:10]1[C:18]2[C:13](=[CH:14][C:15]([O:19][CH2:20][C:21]3[CH:26]=[C:25]([C:27]([F:30])([F:29])[F:28])[CH:24]=[C:23]([C:31]([F:34])([F:33])[F:32])[CH:22]=3)=[CH:16][CH:17]=2)[CH2:12][CH2:11]1)(C)(C)C.[ClH:44].O1CCOCC1, predict the reaction product. The product is: [ClH:44].[NH2:36][C@@H:8]([C:9](=[O:35])[N:10]1[C:18]2[C:13](=[CH:14][C:15]([O:19][CH2:20][C:21]3[CH:26]=[C:25]([C:27]([F:30])([F:29])[F:28])[CH:24]=[C:23]([C:31]([F:32])([F:33])[F:34])[CH:22]=3)=[CH:16][CH:17]=2)[CH2:12][CH2:11]1)[CH2:7][C:6]([OH:43])=[O:5]. (3) Given the reactants [CH3:1][O:2][C:3](=[O:33])[C:4]1[CH:9]=[CH:8][C:7]([CH2:10][N:11]2[CH:15]=[C:14]([C:16]3[CH:21]=[CH:20][C:19]([Cl:22])=[CH:18][C:17]=3[Cl:23])[N:13]=[C:12]2/[CH:24]=[CH:25]/[C:26]2[CH:31]=[CH:30][C:29]([NH2:32])=[CH:28][CH:27]=2)=[CH:6][CH:5]=1.[CH2:34]([C:38]1[CH:45]=[CH:44][C:41]([CH:42]=O)=[CH:40][CH:39]=1)[CH2:35][CH2:36][CH3:37], predict the reaction product. The product is: [CH3:1][O:2][C:3](=[O:33])[C:4]1[CH:9]=[CH:8][C:7]([CH2:10][N:11]2[CH:15]=[C:14]([C:16]3[CH:21]=[CH:20][C:19]([Cl:22])=[CH:18][C:17]=3[Cl:23])[N:13]=[C:12]2/[CH:24]=[CH:25]/[C:26]2[CH:27]=[CH:28][C:29]([NH:32][CH2:42][C:41]3[CH:44]=[CH:45][C:38]([CH2:34][CH2:35][CH2:36][CH3:37])=[CH:39][CH:40]=3)=[CH:30][CH:31]=2)=[CH:6][CH:5]=1. (4) Given the reactants [CH3:1][C:2]([CH3:43])([CH2:39][CH2:40][CH:41]=C)[CH2:3][O:4][C:5]([NH:7][C@H:8]([C:13]([N:15]1[CH2:23][C@H:22]([NH:24][C:25]([C:27]2[N:28]([CH3:38])[C:29]3[C:34]([CH:35]=2)=[C:33]([CH:36]=C)[CH:32]=[CH:31][CH:30]=3)=[O:26])[CH2:21][C@H:16]1[C:17]([O:19]C)=O)=[O:14])[C:9]([CH3:12])([CH3:11])[CH3:10])=[O:6].Cl.[NH2:45][C@:46]1([C:51]([NH:53][S:54]([CH:57]2[CH2:59][CH2:58]2)(=[O:56])=[O:55])=[O:52])[CH2:48][C@H:47]1[CH2:49][CH3:50], predict the reaction product. The product is: [C:9]([C@@H:8]1[NH:7][C:5](=[O:6])[O:4][CH2:3][C:2]([CH3:1])([CH3:43])[CH2:39][CH2:40][CH:41]=[CH:36][C:33]2[CH:32]=[CH:31][CH:30]=[C:29]3[N:28]([CH3:38])[C:27](=[CH:35][C:34]=23)[C:25](=[O:26])[NH:24][C@H:22]2[CH2:23][N:15]([C@H:16]([C:17]([NH:45][C@:46]3([C:51]([NH:53][S:54]([CH:57]4[CH2:59][CH2:58]4)(=[O:56])=[O:55])=[O:52])[CH2:48][C@H:47]3[CH2:49][CH3:50])=[O:19])[CH2:21]2)[C:13]1=[O:14])([CH3:12])([CH3:10])[CH3:11]. (5) Given the reactants C(OC([N:8]1[CH2:13][CH:12]2[CH2:14][CH:9]1[CH2:10][N:11]2[C:15]1[N:20]2[CH:21]=[CH:22][N:23]=[C:19]2[CH:18]=[C:17]([C:24]2[CH:29]=[CH:28][N:27]=[C:26]([NH:30][CH2:31][C:32]3[CH:37]=[CH:36][CH:35]=[CH:34][CH:33]=3)[CH:25]=2)[N:16]=1)=O)(C)(C)C.CO.ClCCl.C(=O)(O)[O-].[Na+], predict the reaction product. The product is: [CH2:31]([NH:30][C:26]1[CH:25]=[C:24]([C:17]2[N:16]=[C:15]([N:11]3[CH2:10][CH:9]4[CH2:14][CH:12]3[CH2:13][NH:8]4)[N:20]3[CH:21]=[CH:22][N:23]=[C:19]3[CH:18]=2)[CH:29]=[CH:28][N:27]=1)[C:32]1[CH:33]=[CH:34][CH:35]=[CH:36][CH:37]=1. (6) Given the reactants C([C:3]1[N:8]=[C:7]2[C:9]([C:19](=[O:28])[NH:20][C@H:21]3[CH2:26][CH2:25][CH2:24][CH2:23][C@@H:22]3[OH:27])=[CH:10][N:11]([C:12](OC(C)(C)C)=O)[C:6]2=[CH:5][CH:4]=1)#N.BrC[C:31]1[CH:36]=[C:35]([F:37])[CH:34]=[C:33]([F:38])[CH:32]=1.C(=O)([O-])[O-].[Cs+].[Cs+].CN(C=O)C, predict the reaction product. The product is: [F:37][C:35]1[CH:36]=[C:31]([CH:32]=[C:33]([F:38])[CH:34]=1)[CH2:12][N:11]1[C:6]2[C:7](=[N:8][CH:3]=[CH:4][CH:5]=2)[C:9]([C:19]([NH:20][C@H:21]2[CH2:26][CH2:25][CH2:24][CH2:23][C@@H:22]2[OH:27])=[O:28])=[CH:10]1. (7) Given the reactants [CH:1]1([S:4]([NH:7][C:8]([C:10]2([NH:15][C:16]([C@@H:18]3[CH2:22][C@@H:21]([O:23][C:24]4[C:25]5[O:42][C:41]6[CH:43]=[CH:44][CH:45]=[CH:46][C:40]=6[C:26]=5[N:27]=[C:28]([C:30]5[CH:35]=[CH:34][C:33]([O:36][CH:37]([CH3:39])[CH3:38])=[CH:32][CH:31]=5)[N:29]=4)[CH2:20][N:19]3[C:47](=[O:61])[C@@H:48]([NH:53]C(=O)OC(C)(C)C)[C:49]([CH3:52])([CH3:51])[CH3:50])=[O:17])[CH2:12][C@H:11]2[CH:13]=[CH2:14])=[O:9])(=[O:6])=[O:5])[CH2:3][CH2:2]1.[ClH:62].O1CCOCC1, predict the reaction product. The product is: [ClH:62].[NH2:53][C@@H:48]([C:49]([CH3:50])([CH3:51])[CH3:52])[C:47]([N:19]1[CH2:20][C@H:21]([O:23][C:24]2[C:25]3[O:42][C:41]4[CH:43]=[CH:44][CH:45]=[CH:46][C:40]=4[C:26]=3[N:27]=[C:28]([C:30]3[CH:31]=[CH:32][C:33]([O:36][CH:37]([CH3:39])[CH3:38])=[CH:34][CH:35]=3)[N:29]=2)[CH2:22][C@H:18]1[C:16]([NH:15][C:10]1([C:8](=[O:9])[NH:7][S:4]([CH:1]2[CH2:3][CH2:2]2)(=[O:6])=[O:5])[CH2:12][C@H:11]1[CH:13]=[CH2:14])=[O:17])=[O:61]. (8) Given the reactants [Br:1][C:2]1[C:3]2[C:4]3[CH:18]=[CH:17][S:16][C:5]=3[C:6](=[O:15])[NH:7][C:8]=2[C:9]([CH3:14])=[CH:10][C:11]=1[O:12][CH3:13].[H-].[Na+].Cl[CH2:22][O:23][CH2:24][CH2:25][Si:26]([CH3:29])([CH3:28])[CH3:27], predict the reaction product. The product is: [Br:1][C:2]1[C:3]2[C:4]3[CH:18]=[CH:17][S:16][C:5]=3[C:6](=[O:15])[N:7]([CH2:22][O:23][CH2:24][CH2:25][Si:26]([CH3:29])([CH3:28])[CH3:27])[C:8]=2[C:9]([CH3:14])=[CH:10][C:11]=1[O:12][CH3:13]. (9) Given the reactants [OH:1][CH:2]([CH:19]([CH3:21])[CH3:20])[C:3]([CH3:18])([CH3:17])[CH2:4][O:5][C:6]1[CH:13]=[CH:12][CH:11]=[C:10]([N+:14]([O-:16])=[O:15])[C:7]=1[C:8]#[N:9].[C:22](Cl)(=[O:24])[CH3:23], predict the reaction product. The product is: [C:22]([O:1][CH:2]([CH:19]([CH3:21])[CH3:20])[C:3]([CH3:17])([CH3:18])[CH2:4][O:5][C:6]1[CH:13]=[CH:12][CH:11]=[C:10]([N+:14]([O-:16])=[O:15])[C:7]=1[C:8]#[N:9])(=[O:24])[CH3:23].